This data is from Catalyst prediction with 721,799 reactions and 888 catalyst types from USPTO. The task is: Predict which catalyst facilitates the given reaction. (1) Reactant: [NH2:1][C:2]1[CH:7]=[CH:6][C:5]([CH2:8][C:9]([O:11][CH3:12])=[O:10])=[CH:4][C:3]=1[I:13].[CH:14](OCC)(OCC)OCC.[N-:24]=[N+:25]=[N-:26].[Na+]. Product: [I:13][C:3]1[CH:4]=[C:5]([CH2:8][C:9]([O:11][CH3:12])=[O:10])[CH:6]=[CH:7][C:2]=1[N:1]1[CH:14]=[N:26][N:25]=[N:24]1. The catalyst class is: 52. (2) Reactant: C(N(CC)CC)C.[CH3:8][S:9](Cl)(=[O:11])=[O:10].C(OC([N:20]1[CH2:25][CH2:24][N:23]([C:26]([CH2:35][NH:36][C:37](=[O:49])[C:38]2[CH:43]=[CH:42][C:41]([O:44][CH2:45][C:46]#[C:47][CH3:48])=[CH:40][CH:39]=2)([C:31]([O:33][CH3:34])=[O:32])[C:27]([O:29][CH3:30])=[O:28])[CH2:22][CH2:21]1)=O)(C)(C)C. Product: [CH2:45]([O:44][C:41]1[CH:40]=[CH:39][C:38]([C:37]([NH:36][CH2:35][C:26]([N:23]2[CH2:24][CH2:25][N:20]([S:9]([CH3:8])(=[O:11])=[O:10])[CH2:21][CH2:22]2)([C:27]([O:29][CH3:30])=[O:28])[C:31]([O:33][CH3:34])=[O:32])=[O:49])=[CH:43][CH:42]=1)[C:46]#[C:47][CH3:48]. The catalyst class is: 4. (3) Reactant: [F:1][C:2]1[CH:3]=[C:4]([NH:9][C:10]([C:12]2[NH:13][C:14]3[C:19]([CH:20]=2)=[CH:18][C:17]([CH:21]2[CH2:25][CH2:24][NH:23][CH2:22]2)=[CH:16][CH:15]=3)=[O:11])[CH:5]=[C:6]([F:8])[CH:7]=1.C(N(CC)C(C)C)(C)C.FC(F)(F)S(O[CH2:41][C:42]([F:45])([F:44])[F:43])(=O)=O. Product: [F:1][C:2]1[CH:3]=[C:4]([NH:9][C:10]([C:12]2[NH:13][C:14]3[C:19]([CH:20]=2)=[CH:18][C:17]([CH:21]2[CH2:25][CH2:24][N:23]([CH2:41][C:42]([F:45])([F:44])[F:43])[CH2:22]2)=[CH:16][CH:15]=3)=[O:11])[CH:5]=[C:6]([F:8])[CH:7]=1. The catalyst class is: 54. (4) Reactant: [Br:1][C:2]1[C:9]([CH3:10])=[CH:8][C:5]([C:6]#[N:7])=[C:4]([F:11])[CH:3]=1.S(=O)(=O)(O)[OH:13]. Product: [Br:1][C:2]1[C:9]([CH3:10])=[CH:8][C:5]([C:6]([NH2:7])=[O:13])=[C:4]([F:11])[CH:3]=1. The catalyst class is: 67. (5) Reactant: [Cl:1][C:2]1[CH:3]=[CH:4][C:5]([O:10][CH2:11][CH:12]([O:16]CC)OCC)=[C:6]([CH:9]=1)[CH:7]=O. Product: [Cl:1][C:2]1[CH:3]=[CH:4][C:5]2[O:10][C:11]([CH:12]=[O:16])=[CH:7][C:6]=2[CH:9]=1. The catalyst class is: 15. (6) Reactant: C([O:8][C:9]1[C:10]([NH2:21])=[N:11][CH:12]=[C:13]([C:15]2[CH:20]=[CH:19][CH:18]=[CH:17][CH:16]=2)[CH:14]=1)C1C=CC=CC=1. Product: [NH2:21][C:10]1[C:9]([OH:8])=[CH:14][C:13]([C:15]2[CH:20]=[CH:19][CH:18]=[CH:17][CH:16]=2)=[CH:12][N:11]=1. The catalyst class is: 105.